This data is from TCR-epitope binding with 47,182 pairs between 192 epitopes and 23,139 TCRs. The task is: Binary Classification. Given a T-cell receptor sequence (or CDR3 region) and an epitope sequence, predict whether binding occurs between them. (1) The epitope is LSDDAVVCFNSTY. The TCR CDR3 sequence is CSARDFDRGLATEAFF. Result: 0 (the TCR does not bind to the epitope). (2) The epitope is KLWAQCVQL. The TCR CDR3 sequence is CALSSLVRGLNNSPLHF. Result: 0 (the TCR does not bind to the epitope). (3) The epitope is FTISVTTEIL. The TCR CDR3 sequence is CASSEKGGRETQYF. Result: 0 (the TCR does not bind to the epitope). (4) The epitope is YIFFASFYY. The TCR CDR3 sequence is CASGTGGNDQPQHF. Result: 1 (the TCR binds to the epitope). (5) The epitope is TLDSKTQSL. The TCR CDR3 sequence is CASSQDQILPGNTGELFF. Result: 0 (the TCR does not bind to the epitope). (6) The epitope is IVTDFSVIK. The TCR CDR3 sequence is CASLSRGLLNEAFF. Result: 1 (the TCR binds to the epitope).